From a dataset of Full USPTO retrosynthesis dataset with 1.9M reactions from patents (1976-2016). Predict the reactants needed to synthesize the given product. (1) Given the product [CH3:28][C:23]1[C:22]([NH:21][C:11]([C:9]2[C:10]3[C:2]([CH3:1])=[N:3][N:4]([C:15]4[CH:16]=[CH:17][CH:18]=[CH:19][CH:20]=4)[C:5]=3[N:6]=[C:7]([CH3:14])[CH:8]=2)=[O:13])=[CH:27][CH:26]=[CH:25][N:24]=1, predict the reactants needed to synthesize it. The reactants are: [CH3:1][C:2]1[C:10]2[C:9]([C:11]([OH:13])=O)=[CH:8][C:7]([CH3:14])=[N:6][C:5]=2[N:4]([C:15]2[CH:20]=[CH:19][CH:18]=[CH:17][CH:16]=2)[N:3]=1.[NH2:21][C:22]1[C:23]([CH3:28])=[N:24][CH:25]=[CH:26][CH:27]=1.CN1CCOCC1.CCN=C=NCCCN(C)C.Cl.C1C=CC2N(O)N=NC=2C=1. (2) The reactants are: [CH2:1]([O:5][C:6]1[C:15]([F:16])=[C:14]2[C:9]([C:10]3[CH:21]=[CH:20][C:19]([CH:22]4[CH2:27][CH2:26][CH:25]([CH2:28][CH2:29][CH2:30][CH2:31][CH3:32])[CH2:24][CH2:23]4)=[C:18]([F:33])[C:11]=3[C:12](=O)[O:13]2)=[CH:8][CH:7]=1)[CH2:2][CH2:3][CH3:4].COC1C=CC(P2(SP(C3C=CC(OC)=CC=3)(=S)S2)=[S:43])=CC=1. Given the product [CH2:1]([O:5][C:6]1[C:15]([F:16])=[C:14]2[C:9]([C:10]3[CH:21]=[CH:20][C:19]([CH:22]4[CH2:27][CH2:26][CH:25]([CH2:28][CH2:29][CH2:30][CH2:31][CH3:32])[CH2:24][CH2:23]4)=[C:18]([F:33])[C:11]=3[C:12](=[S:43])[O:13]2)=[CH:8][CH:7]=1)[CH2:2][CH2:3][CH3:4], predict the reactants needed to synthesize it. (3) Given the product [C:31]1([C:34]2[CH:35]=[CH:36][CH:37]=[CH:38][CH:39]=2)[CH:32]=[CH:33][C:28]([C:14]2[N:15]([C:21]3[CH:26]=[CH:25][C:24]([Cl:27])=[CH:23][CH:22]=3)[C:16](=[O:20])[C:17]3[N:18]=[CH:19][N:11]([C:7]4[CH:6]=[C:5]([CH:10]=[CH:9][CH:8]=4)[C:4]([OH:40])=[O:3])[C:12]=3[N:13]=2)=[CH:29][CH:30]=1, predict the reactants needed to synthesize it. The reactants are: C([O:3][C:4](=[O:40])[C:5]1[CH:10]=[CH:9][CH:8]=[C:7]([N:11]2[CH:19]=[N:18][C:17]3[C:16](=[O:20])[N:15]([C:21]4[CH:26]=[CH:25][C:24]([Cl:27])=[CH:23][CH:22]=4)[C:14]([C:28]4[CH:33]=[CH:32][C:31]([C:34]5[CH:39]=[CH:38][CH:37]=[CH:36][CH:35]=5)=[CH:30][CH:29]=4)=[N:13][C:12]2=3)[CH:6]=1)C.[Li+].[OH-]. (4) Given the product [Br:12][C:11]1[C:2]([NH:1][C:31](=[O:34])[CH:32]=[CH2:33])=[CH:3][CH:4]=[C:5]2[C:10]=1[N:9]=[C:8]([CH:13]([CH3:15])[CH3:14])[N:7]([C:16]1[CH:21]=[CH:20][C:19]([Cl:22])=[CH:18][CH:17]=1)[C:6]2=[O:23], predict the reactants needed to synthesize it. The reactants are: [NH2:1][C:2]1[C:11]([Br:12])=[C:10]2[C:5]([C:6](=[O:23])[N:7]([C:16]3[CH:21]=[CH:20][C:19]([Cl:22])=[CH:18][CH:17]=3)[C:8]([CH:13]([CH3:15])[CH3:14])=[N:9]2)=[CH:4][CH:3]=1.C(N(CC)CC)C.[C:31](Cl)(=[O:34])[CH:32]=[CH2:33]. (5) Given the product [CH2:41]([O:40][C:38]([NH:13][S:10]([C:8]1[S:9][C:5]([CH2:1][CH:2]([CH3:4])[CH3:3])=[CH:6][C:7]=1[C:14]1[CH:19]=[CH:18][C:17]([CH2:20][N:21]2[N:25]=[N:24][CH:23]=[N:22]2)=[CH:16][CH:15]=1)(=[O:12])=[O:11])=[O:39])[CH2:42][CH2:43][CH3:44], predict the reactants needed to synthesize it. The reactants are: [CH2:1]([C:5]1[S:9][C:8]([S:10]([NH2:13])(=[O:12])=[O:11])=[C:7]([C:14]2[CH:19]=[CH:18][C:17]([CH2:20][N:21]3[N:25]=[N:24][CH:23]=[N:22]3)=[CH:16][CH:15]=2)[CH:6]=1)[CH:2]([CH3:4])[CH3:3].N1(C2C=CC=CN=2)CCCC1.Cl[C:38]([O:40][CH2:41][CH2:42][CH2:43][CH3:44])=[O:39].C(C1SC(S(NC(C)(C)C)(=O)=O)=C(C2C=CC(CN3N=NC=N3)=CC=2)C=1)C(C)C. (6) Given the product [F:12][C:13]1[CH:20]=[CH:19][CH:18]=[CH:17][C:14]=1[CH2:15][NH:16][C:4](=[O:6])[C:3]1[CH:7]=[CH:8][C:9]([Cl:11])=[N:10][C:2]=1[NH2:1], predict the reactants needed to synthesize it. The reactants are: [NH2:1][C:2]1[N:10]=[C:9]([Cl:11])[CH:8]=[CH:7][C:3]=1[C:4]([OH:6])=O.[F:12][C:13]1[CH:20]=[CH:19][CH:18]=[CH:17][C:14]=1[CH2:15][NH2:16].C(N(CC)CC)C.CN([P+](ON1N=NC2C=CC=CC1=2)(N(C)C)N(C)C)C.F[P-](F)(F)(F)(F)F.